Dataset: Full USPTO retrosynthesis dataset with 1.9M reactions from patents (1976-2016). Task: Predict the reactants needed to synthesize the given product. (1) Given the product [CH:14]1([NH:1][C@H:2]2[CH2:6][CH2:5][N:4]([C:7]([O:9][C:10]([CH3:13])([CH3:12])[CH3:11])=[O:8])[CH2:3]2)[CH2:20][CH2:19][CH2:18][CH2:17][CH2:16][CH2:15]1, predict the reactants needed to synthesize it. The reactants are: [NH2:1][C@H:2]1[CH2:6][CH2:5][N:4]([C:7]([O:9][C:10]([CH3:13])([CH3:12])[CH3:11])=[O:8])[CH2:3]1.[C:14]1(=O)[CH2:20][CH2:19][CH2:18][CH2:17][CH2:16][CH2:15]1. (2) The reactants are: Cl[CH:2]1[N:6]([CH3:7])[N:5]=[C:4]([C:8]([F:11])([F:10])[F:9])[CH:3]1[CH:12]=[O:13].[F:14][C:15]1[CH:16]=[C:17]([OH:22])[CH:18]=[CH:19][C:20]=1[F:21].C(=O)([O-])[O-:24].[K+].[K+]. Given the product [F:14][C:15]1[CH:16]=[C:17]([CH:18]=[CH:19][C:20]=1[F:21])[O:22][C:2]1[N:6]([CH3:7])[N:5]=[C:4]([C:8]([F:11])([F:10])[F:9])[C:3]=1[C:12]([OH:13])=[O:24], predict the reactants needed to synthesize it. (3) Given the product [CH3:11][O:10][C:8]1[C:7]([O:12][CH3:13])=[CH:6][C:3]([CH:4]=[O:5])=[C:2]([C:15]#[C:14][C:16]2[CH:21]=[CH:20][CH:19]=[CH:18][CH:17]=2)[CH:9]=1, predict the reactants needed to synthesize it. The reactants are: Br[C:2]1[CH:9]=[C:8]([O:10][CH3:11])[C:7]([O:12][CH3:13])=[CH:6][C:3]=1[CH:4]=[O:5].[C:14]([C:16]1[CH:21]=[CH:20][CH:19]=[CH:18][CH:17]=1)#[CH:15]. (4) Given the product [CH3:1][C:2]1([CH3:14])[C:6]([CH3:7])([CH3:8])[O:5][B:4]([C:9]2[CH:13]=[N:12][N:11]([CH2:25][C:24]#[N:26])[CH:10]=2)[O:3]1, predict the reactants needed to synthesize it. The reactants are: [CH3:1][C:2]1([CH3:14])[C:6]([CH3:8])([CH3:7])[O:5][B:4]([C:9]2[CH:10]=[N:11][NH:12][CH:13]=2)[O:3]1.[I-].[Na+].C(=O)([O-])[O-].[K+].[K+].O.[C:24](#[N:26])[CH3:25].